Regression/Classification. Given a drug SMILES string, predict its absorption, distribution, metabolism, or excretion properties. Task type varies by dataset: regression for continuous measurements (e.g., permeability, clearance, half-life) or binary classification for categorical outcomes (e.g., BBB penetration, CYP inhibition). Dataset: cyp2c9_veith. From a dataset of CYP2C9 inhibition data for predicting drug metabolism from PubChem BioAssay. (1) The drug is CCC(=Nc1cc(OC)ccc1OC)c1c(O)[nH]c(=O)[nH]c1=O. The result is 0 (non-inhibitor). (2) The drug is COc1ccc(C2NCc3ccc4c(c3-n3cccc32)OCO4)cc1OC.Cl. The result is 0 (non-inhibitor).